From a dataset of Forward reaction prediction with 1.9M reactions from USPTO patents (1976-2016). Predict the product of the given reaction. (1) Given the reactants [CH3:1][O:2][C:3]1[CH:12]=[C:11]2[C:6]([CH:7]=[C:8]([C:14]([NH:16][C:17]3[CH:18]=[C:19]([CH:23]=[CH:24][C:25]=3[CH3:26])[C:20]([OH:22])=O)=[O:15])[C:9](=[O:13])[NH:10]2)=[CH:5][N:4]=1.[Cl:27][C:28]1[CH:35]=[CH:34][C:31]([CH2:32][NH2:33])=[CH:30][CH:29]=1, predict the reaction product. The product is: [Cl:27][C:28]1[CH:35]=[CH:34][C:31]([CH2:32][NH:33][C:20]([C:19]2[CH:23]=[CH:24][C:25]([CH3:26])=[C:17]([NH:16][C:14]([C:8]3[C:9](=[O:13])[NH:10][C:11]4[C:6]([CH:7]=3)=[CH:5][N:4]=[C:3]([O:2][CH3:1])[CH:12]=4)=[O:15])[CH:18]=2)=[O:22])=[CH:30][CH:29]=1. (2) Given the reactants [Br:1]Br.[CH3:3][C:4]1[CH:9]=[C:8]([N+:10]([O-:12])=[O:11])[CH:7]=[CH:6][C:5]=1[OH:13], predict the reaction product. The product is: [Br:1][C:6]1[CH:7]=[C:8]([N+:10]([O-:12])=[O:11])[CH:9]=[C:4]([CH3:3])[C:5]=1[OH:13]. (3) Given the reactants [CH2:1]([O:8][CH2:9][C@@H:10]1[NH:15][CH2:14][CH2:13][N:12]([C:16]([O:18][C:19]([CH3:22])([CH3:21])[CH3:20])=[O:17])[CH2:11]1)[C:2]1[CH:7]=[CH:6][CH:5]=[CH:4][CH:3]=1.Br[C:24]1[CH:29]=[CH:28][C:27]([C:30]([OH:39])([C:35]([F:38])([F:37])[F:36])[C:31]([F:34])([F:33])[F:32])=[CH:26][CH:25]=1.CC([O-])(C)C.[Na+], predict the reaction product. The product is: [CH2:1]([O:8][CH2:9][C@@H:10]1[N:15]([C:24]2[CH:29]=[CH:28][C:27]([C:30]([OH:39])([C:35]([F:36])([F:38])[F:37])[C:31]([F:34])([F:32])[F:33])=[CH:26][CH:25]=2)[CH2:14][CH2:13][N:12]([C:16]([O:18][C:19]([CH3:22])([CH3:21])[CH3:20])=[O:17])[CH2:11]1)[C:2]1[CH:3]=[CH:4][CH:5]=[CH:6][CH:7]=1. (4) The product is: [CH2:1]([O:3][C:4](=[O:5])[CH:6]([C:11](=[NH:10])[NH2:12])[N:7]=[O:19])[CH3:2]. Given the reactants [CH2:1]([O:3][C:4]([C:6]1[C:11]([NH2:12])=[N:10]C(C(F)(F)F)=C[N:7]=1)=[O:5])[CH3:2].C([O:19]C(=O)C(N)C(=N)N)C.C(C(C(F)(F)F)=O)=O.C([O-])(=O)C.[Na+], predict the reaction product. (5) Given the reactants [CH3:1][O:2][C:3](=[O:12])[C:4]1[CH:9]=[CH:8][CH:7]=[C:6]([F:10])[C:5]=1[CH3:11].[Br:13]N1C(=O)CCC1=O, predict the reaction product. The product is: [CH3:1][O:2][C:3](=[O:12])[C:4]1[CH:9]=[CH:8][CH:7]=[C:6]([F:10])[C:5]=1[CH2:11][Br:13]. (6) Given the reactants [F:1][C:2]1[CH:3]=[C:4]2[C:9](=[CH:10][CH:11]=1)[N:8]=[C:7]([CH:12]=[CH:13][C:14]1[O:15][C:16]([N+:19]([O-:21])=[O:20])=[CH:17][CH:18]=1)[N:6]=[C:5]2[NH:22][C:23]1[CH:28]=[CH:27][C:26]([OH:29])=[CH:25][CH:24]=1.[F:30]C1C=C2C(=CC=1F)N=C(C)NC2=O, predict the reaction product. The product is: [F:1][C:2]1[CH:3]=[C:4]2[C:9](=[CH:10][C:11]=1[F:30])[N:8]=[C:7]([CH:12]=[CH:13][C:14]1[O:15][C:16]([N+:19]([O-:21])=[O:20])=[CH:17][CH:18]=1)[N:6]=[C:5]2[NH:22][C:23]1[CH:28]=[CH:27][C:26]([OH:29])=[CH:25][CH:24]=1. (7) Given the reactants Cl[C:2]1([C:12]2[S:13][C:14]([C:17]([N:19]3[CH2:23][CH2:22][CH2:21][CH2:20]3)=[O:18])=[CH:15][N:16]=2)[CH2:11][CH2:10][C:5]2([O:9][CH2:8][CH2:7][O:6]2)[CH2:4][CH2:3]1, predict the reaction product. The product is: [O:9]1[C:5]2([CH2:10][CH2:11][CH:2]([C:12]3[S:13][C:14]([C:17]([N:19]4[CH2:20][CH2:21][CH2:22][CH2:23]4)=[O:18])=[CH:15][N:16]=3)[CH2:3][CH2:4]2)[O:6][CH2:7][CH2:8]1.